This data is from Catalyst prediction with 721,799 reactions and 888 catalyst types from USPTO. The task is: Predict which catalyst facilitates the given reaction. Reactant: [C:1]([O:5][C:6]([N:8]1[CH2:15][CH2:14][C:11]2([CH2:13][CH2:12]2)[CH2:10][C@H:9]1[C:16](OCC1C=CC=CC=1)=[O:17])=[O:7])([CH3:4])([CH3:3])[CH3:2].[H-].[Al+3].[Li+].[H-].[H-].[H-]. Product: [C:1]([O:5][C:6]([N:8]1[CH2:15][CH2:14][C:11]2([CH2:13][CH2:12]2)[CH2:10][C@H:9]1[CH2:16][OH:17])=[O:7])([CH3:4])([CH3:3])[CH3:2]. The catalyst class is: 1.